Dataset: Full USPTO retrosynthesis dataset with 1.9M reactions from patents (1976-2016). Task: Predict the reactants needed to synthesize the given product. (1) Given the product [NH2:9][C:8]1[C:3]([CH:1]=[O:2])=[C:4]([NH:12][CH:13]=[O:14])[CH:5]=[CH:6][CH:7]=1, predict the reactants needed to synthesize it. The reactants are: [CH:1]([C:3]1[C:8]([N+:9]([O-])=O)=[CH:7][CH:6]=[CH:5][C:4]=1[NH:12][CH:13]=[O:14])=[O:2]. (2) Given the product [C:11]([O:15][C:16]([N:18]1[CH2:22][C@H:21]([CH2:23][O:24][CH2:3][C:4]2[CH:9]=[CH:8][CH:7]=[CH:6][CH:5]=2)[C@@H:20]([O:25][CH2:3][C:4]2[CH:9]=[CH:8][CH:7]=[CH:6][CH:5]=2)[CH2:19]1)=[O:17])([CH3:14])([CH3:12])[CH3:13], predict the reactants needed to synthesize it. The reactants are: [H-].[Na+].[CH2:3](Br)[C:4]1[CH:9]=[CH:8][CH:7]=[CH:6][CH:5]=1.[C:11]([O:15][C:16]([N:18]1[CH2:22][C@H:21]([CH2:23][OH:24])[C@@H:20]([OH:25])[CH2:19]1)=[O:17])([CH3:14])([CH3:13])[CH3:12].